This data is from Full USPTO retrosynthesis dataset with 1.9M reactions from patents (1976-2016). The task is: Predict the reactants needed to synthesize the given product. (1) Given the product [CH3:17][C:16]([Si:13]([CH3:15])([CH3:14])[O:7][C@H:5]1[CH2:6][C:2](=[O:1])[CH:3]=[CH:4]1)([CH3:19])[CH3:18], predict the reactants needed to synthesize it. The reactants are: [OH:1][C@H:2]1[CH2:6][C:5](=[O:7])[CH:4]=[CH:3]1.CN(CC)C.[Si:13](Cl)([C:16]([CH3:19])([CH3:18])[CH3:17])([CH3:15])[CH3:14].C(OCC)(=O)C. (2) Given the product [N:1]1[CH:6]=[CH:5][C:4]([CH2:7][C:8]([N:12]2[C:20]3[C:15](=[CH:16][C:17]([NH:21][C:22]([C:24]4[C:25]([C:30]5[CH:31]=[CH:32][C:33]([C:36]([F:37])([F:38])[F:39])=[CH:34][CH:35]=5)=[CH:26][CH:27]=[CH:28][CH:29]=4)=[O:23])=[CH:18][CH:19]=3)[CH2:14][CH2:13]2)=[O:10])=[N:3][CH:2]=1, predict the reactants needed to synthesize it. The reactants are: [N:1]1[CH:6]=[CH:5][C:4]([CH2:7][C:8]([OH:10])=O)=[N:3][CH:2]=1.Cl.[NH:12]1[C:20]2[C:15](=[CH:16][C:17]([NH:21][C:22]([C:24]3[C:25]([C:30]4[CH:35]=[CH:34][C:33]([C:36]([F:39])([F:38])[F:37])=[CH:32][CH:31]=4)=[CH:26][CH:27]=[CH:28][CH:29]=3)=[O:23])=[CH:18][CH:19]=2)[CH2:14][CH2:13]1.F[P-](F)(F)(F)(F)F.N1(O[P+](N2CCCC2)(N2CCCC2)N2CCCC2)C2C=CC=CC=2N=N1.C(N(C(C)C)CC)(C)C. (3) The reactants are: C([O:3][C:4](=[O:44])[C:5]([O:8][C:9]1[CH:14]=[CH:13][C:12]([NH:15][C:16](=[O:42])[CH:17]([C:24]2[N:25]([C:35]3[CH:40]=[CH:39][C:38]([Cl:41])=[CH:37][CH:36]=3)[N:26]=[C:27]3[C:32]=2[CH:31]=[C:30]([F:33])[C:29]([F:34])=[CH:28]3)[CH:18]2[CH2:23][CH2:22][CH2:21][CH2:20][CH2:19]2)=[C:11]([F:43])[CH:10]=1)([CH3:7])[CH3:6])C.[OH-].[Li+]. Given the product [Cl:41][C:38]1[CH:39]=[CH:40][C:35]([N:25]2[C:24]([CH:17]([CH:18]3[CH2:23][CH2:22][CH2:21][CH2:20][CH2:19]3)[C:16]([NH:15][C:12]3[CH:13]=[CH:14][C:9]([O:8][C:5]([CH3:7])([CH3:6])[C:4]([OH:44])=[O:3])=[CH:10][C:11]=3[F:43])=[O:42])=[C:32]3[C:27]([CH:28]=[C:29]([F:34])[C:30]([F:33])=[CH:31]3)=[N:26]2)=[CH:36][CH:37]=1, predict the reactants needed to synthesize it. (4) Given the product [NH:1]1[C:5]2[CH:6]=[CH:7][CH:8]=[CH:9][C:4]=2[N:3]=[C:2]1[CH2:10][N:11]([CH2:22][C:23]1[CH:28]=[CH:27][CH:26]=[CH:25][C:24]=1[CH2:29][NH:30][C:39]([NH2:40])=[NH:38])[CH:12]1[C:21]2[N:20]=[CH:19][CH:18]=[CH:17][C:16]=2[CH2:15][CH2:14][CH2:13]1, predict the reactants needed to synthesize it. The reactants are: [NH:1]1[C:5]2[CH:6]=[CH:7][CH:8]=[CH:9][C:4]=2[N:3]=[C:2]1[CH2:10][N:11]([CH2:22][C:23]1[CH:28]=[CH:27][CH:26]=[CH:25][C:24]=1[CH2:29][NH2:30])[CH:12]1[C:21]2[N:20]=[CH:19][CH:18]=[CH:17][C:16]=2[CH2:15][CH2:14][CH2:13]1.C(OC([NH:38][C:39](N1C=CC=N1)=[N:40]C(OC(C)(C)C)=O)=O)(C)(C)C.C(=O)([O-])[O-].[K+].[K+]. (5) Given the product [Br:20][C:21]1[CH:22]=[C:23]([C:9]2[NH:8][C:16]3[C:11]([CH:10]=2)=[CH:12][CH:13]=[CH:14][CH:15]=3)[C:24]2[N:25]([CH:27]=[C:28]([CH3:30])[N:29]=2)[CH:26]=1, predict the reactants needed to synthesize it. The reactants are: C(OC([N:8]1[C:16]2[C:11](=[CH:12][CH:13]=[CH:14][CH:15]=2)[CH:10]=[C:9]1B(O)O)=O)(C)(C)C.[Br:20][C:21]1[CH:22]=[C:23](Br)[C:24]2[N:25]([CH:27]=[C:28]([CH3:30])[N:29]=2)[CH:26]=1.[O-]P([O-])([O-])=O.[K+].[K+].[K+].